Dataset: Full USPTO retrosynthesis dataset with 1.9M reactions from patents (1976-2016). Task: Predict the reactants needed to synthesize the given product. (1) Given the product [F:20][C:21]([F:34])([F:33])[S:22]([O:12][C:10]1[C:11]2[C:3]([O:2][CH3:1])=[CH:4][CH:5]=[CH:6][C:7]=2[S:8][CH:9]=1)(=[O:24])=[O:23], predict the reactants needed to synthesize it. The reactants are: [CH3:1][O:2][C:3]1[C:11]2[C:10](=[O:12])[CH2:9][S:8][C:7]=2[CH:6]=[CH:5][CH:4]=1.C(N(CC)CC)C.[F:20][C:21]([F:34])([F:33])[S:22](O[S:22]([C:21]([F:34])([F:33])[F:20])(=[O:24])=[O:23])(=[O:24])=[O:23].Cl. (2) Given the product [Br:1][C:2]1[CH:7]=[CH:6][C:5]([C:8]2[NH:45][C:11]([CH:13]3[CH2:17][C:16]4([CH2:22][CH2:21][O:20][CH2:19][CH2:18]4)[CH2:15][N:14]3[C:23](=[O:33])[C@@H:24]([NH:28][C:29](=[O:32])[O:30][CH3:31])[CH:25]([CH3:27])[CH3:26])=[N:10][CH:9]=2)=[CH:4][CH:3]=1, predict the reactants needed to synthesize it. The reactants are: [Br:1][C:2]1[CH:7]=[CH:6][C:5]([C:8](=O)[CH2:9][NH:10][C:11]([CH:13]2[CH2:17][C:16]3([CH2:22][CH2:21][O:20][CH2:19][CH2:18]3)[CH2:15][N:14]2[C:23](=[O:33])[C@@H:24]([NH:28][C:29](=[O:32])[O:30][CH3:31])[CH:25]([CH3:27])[CH3:26])=O)=[CH:4][CH:3]=1.O1CCOCC1.C([O-])(=O)C.[NH4+:45]. (3) Given the product [O:23]1[C:24]2([CH2:29][CH2:28][CH:27]([CH:8]([S:5]([CH2:4][CH2:3][C:2]([F:1])([F:11])[F:12])(=[O:6])=[O:7])[C:9]#[N:10])[CH2:26][CH2:25]2)[O:31][CH2:21][CH2:22]1, predict the reactants needed to synthesize it. The reactants are: [F:1][C:2]([F:12])([F:11])[CH2:3][CH2:4][S:5]([CH2:8][C:9]#[N:10])(=[O:7])=[O:6].N1CCCC1C(O)=O.[CH2:21]1[O:31][C:24]2([CH2:29][CH2:28][C:27](=O)[CH2:26][CH2:25]2)[O:23][CH2:22]1. (4) The reactants are: [Si]([O:18][C:19]1[CH:58]=[CH:57][C:22]([O:23][CH2:24][C@@H:25]([OH:56])[CH2:26][NH:27][CH2:28][CH2:29][C:30]2[CH:55]=[CH:54][C:33]([NH:34][CH:35]3[CH2:40][CH2:39][N:38]([C:41]([C:43]4[NH:44][C:45]5[C:50]([CH:51]=4)=[CH:49][C:48]([O:52][CH3:53])=[CH:47][CH:46]=5)=[O:42])[CH2:37][CH2:36]3)=[CH:32][CH:31]=2)=[CH:21][CH:20]=1)(C(C)(C)C)(C1C=CC=CC=1)C1C=CC=CC=1. Given the product [OH:56][CH:25]([CH2:24][O:23][C:22]1[CH:21]=[CH:20][C:19]([OH:18])=[CH:58][CH:57]=1)[CH2:26][NH:27][CH2:28][CH2:29][C:30]1[CH:55]=[CH:54][C:33]([NH:34][CH:35]2[CH2:36][CH2:37][N:38]([C:41]([C:43]3[NH:44][C:45]4[C:50]([CH:51]=3)=[CH:49][C:48]([O:52][CH3:53])=[CH:47][CH:46]=4)=[O:42])[CH2:39][CH2:40]2)=[CH:32][CH:31]=1, predict the reactants needed to synthesize it.